This data is from Experimentally validated miRNA-target interactions with 360,000+ pairs, plus equal number of negative samples. The task is: Binary Classification. Given a miRNA mature sequence and a target amino acid sequence, predict their likelihood of interaction. (1) The miRNA is mmu-miR-878-3p with sequence GCAUGACACCACACUGGGUAGA. Result: 0 (no interaction). The protein sequence of the target gene is MSVVGLDVGSQSCYIAVARAGGIETIANEFSDRCTPSVISFGSKNRTIGVAAKNQQITHANNTVSNFKRFHGRAFNDPFIQKEKENLSYDLVPLKNGGVGIKVMYMGEEHLFSVEQITAMLLTKLKETAENSLKKPVTDCVISVPSFFTDAERRSVLDAAQIVGLNCLRLMNDMTAVALNYGIYKQDLPSLDEKPRIVVFVDMGHSAFQVSACAFNKGKLKVLGTAFDPFLGGKNFDEKLVEHFCAEFKTKYKLDAKSKIRALLRLYQECEKLKKLMSSNSTDLPLNIECFMNDKDVSGK.... (2) Result: 0 (no interaction). The miRNA is dme-miR-5-5p with sequence AAAGGAACGAUCGUUGUGAUAUG. The protein sequence of the target gene is MSTSFTMIGGEGPNSYREHSKYQGALVIAAKEKINEAISTKLDIDFTSNLVNIADFGCSSGPNTFTAVQTLIDAVENKYKKESNIEGIEFQVFFNDSSNNDFNTLFKTLPPARLYFASGVPGSFFGRVLPKNSLHVGVSSYSLHFVSKVPKEIKDRDSLVWNKDIHCSGSSKEVVKLYLGQYKIDVGSFLTARAQELVSGGLLLLLGSCRPTGVQMFETVEGMMIDFIGSSLNEIANQGLIDQQKLDTFKLPIYAPNVDELKQIIEDNKCFTIEAFEKISHAKGEYPLDPEYLTSAFKVT.... (3) The miRNA is hsa-miR-582-3p with sequence UAACUGGUUGAACAACUGAACC. The protein sequence of the target gene is MVAALLGGGGEARGGTVPGAWLCLMALLQLLGSAPRGSGLAHGRRLICWQALLQCQGEPECSYAYNQYAEACAPVLAQHGGGDAPGAAAAAFPASAASFSSRWRCPSHCISALIQLNHTRRGPALEDCDCAQDENCKSTKRAIEPCLPRTSGGGAGGPGAGGVMGCTEARRRCDRDSRCNLALSRYLTYCGKVFNGLRCTDECRTVIEDMLAMPKAALLNDCVCDGLERPICESVKENMARLCFGAELGNGPGSSGSDGGLDDYYDEDYDDEQRTGGAGGEQPLDDDDGVPHPPRPGSGA.... Result: 0 (no interaction). (4) The miRNA is mmu-miR-701-5p with sequence UUAGCCGCUGAAAUAGAUGGA. The protein sequence of the target gene is MASDSGGPGVLSASERDRQYCELCGKMENLLRCGRCRSSFYCCKEHQRQDWKKHKLVCQGGEAPRAQPAPAQPRVAPPPGGAPGAARAGGAARRGDSAAASRVPGPEDAAQARSGPGPAEPGSEDPPLSRSPGPERASLCPAGGGPGEALSPGGGLRPNGQTKPLPALKLALEYIVPCMNKHGICVVDDFLGRETGQQIGDEVRALHDTGKFTDGQLVSQKSDSSKDIRGDQITWIEGKEPGCETIGLLMSSMDDLIRHCSGKLGNYRINGRTKAMVACYPGNGTGYVRHVDNPNGDGRC.... Result: 0 (no interaction). (5) The miRNA is mmu-miR-495-3p with sequence AAACAAACAUGGUGCACUUCUU. The protein sequence of the target gene is MAVRRLGAALLLLPLLAAVEETLMDSTTATAELGWMVHPPSGWEEVSGYDENMNTIRTYQVCNVFESSQNNWLRTKFIRRRGAHRIHVEMKFSVRDCSSIPSVPGSCKETFNLYYYEADFDLATKTFPNWMENPWVKVDTIAADESFSQVDLGGRVMKINTEVRSFGPVSRNGFYLAFQDYGGCMSLIAVRVFYRKCPRIIQNGAIFQETLSGAESTSLVAARGSCIANAEEVDVPIKLYCNGDGEWLVPIGRCMCKAGFEAVENGTVCRGCPSGTFKANQGDEACTHCPINSRTTSEGA.... Result: 1 (interaction).